Dataset: Forward reaction prediction with 1.9M reactions from USPTO patents (1976-2016). Task: Predict the product of the given reaction. (1) Given the reactants C(N(CC)CC)C.[CH3:8][C:9]1([CH3:17])[O:14][CH:13]([CH2:15][OH:16])[CH2:12][O:11][CH2:10]1.[CH3:18][S:19](Cl)(=[O:21])=[O:20], predict the reaction product. The product is: [CH3:18][S:19]([O:16][CH2:15][CH:13]1[CH2:12][O:11][CH2:10][C:9]([CH3:17])([CH3:8])[O:14]1)(=[O:21])=[O:20]. (2) Given the reactants [C:1]([C:4]1[CH:5]=[C:6]([NH:10][C:11](=[O:15])[C:12]([CH3:14])=[CH2:13])[CH:7]=[CH:8][CH:9]=1)(=[O:3])[CH3:2].[H-].[Na+].[F:18][C:19]([F:26])([F:25])[C:20](OCC)=[O:21], predict the reaction product. The product is: [F:18][C:19]([F:26])([F:25])[C:20](=[O:21])[CH2:2][C:1]([C:4]1[CH:9]=[CH:8][CH:7]=[C:6]([NH:10][C:11](=[O:15])[C:12]([CH3:14])=[CH2:13])[CH:5]=1)=[O:3]. (3) Given the reactants [N+:1]([C:4]1[CH:13]=[C:12]2[C:7]([CH2:8][CH2:9][CH2:10][C:11]2=O)=[CH:6][CH:5]=1)([O-:3])=[O:2].[NH2:15][OH:16], predict the reaction product. The product is: [N+:1]([C:4]1[CH:13]=[C:12]2[C:7]([CH2:8][CH2:9][CH2:10][C:11]2=[N:15][OH:16])=[CH:6][CH:5]=1)([O-:3])=[O:2]. (4) Given the reactants Br[C:2]1[CH:3]=[C:4]([CH:15]=[CH:16][C:17]=1[CH2:18][C:19]1[C:27]2[C:22](=[CH:23][C:24]([C:28]#[N:29])=[CH:25][CH:26]=2)[N:21]([CH2:30][CH3:31])[CH:20]=1)[C:5]([NH:7][CH2:8][C:9]1[CH:14]=[CH:13][CH:12]=[CH:11][N:10]=1)=[O:6].N[CH2:33][C:34]1[CH:39]=[CH:38][CH:37]=[CH:36]N=1.CN1C[CH2:45][O:44]CC1.C[N:48]([P+](ON1N=NC2C=CC=CC1=2)(N(C)C)N(C)C)C.F[P-](F)(F)(F)(F)F.CN([CH:77]=[O:78])C, predict the reaction product. The product is: [N:10]1[CH:11]=[CH:12][CH:13]=[CH:14][C:9]=1[CH2:8][NH:7][C:5]([C:4]1[CH:3]=[C:2]([C:33]2[CH:36]=[CH:37][C:38]([O:78][CH3:77])=[CH:39][C:34]=2[CH2:45][OH:44])[C:17]([CH2:18][C:19]2[C:27]3[C:22](=[CH:23][C:24]([C:28](=[NH:48])[NH2:29])=[CH:25][CH:26]=3)[N:21]([CH2:30][CH3:31])[CH:20]=2)=[CH:16][CH:15]=1)=[O:6]. (5) The product is: [CH2:1]([O:3][C:4](=[O:31])[C:5]([O:8][C:9]1[CH:14]=[CH:13][C:12]([O:15][CH2:16][CH2:17][C:18]2[N:19]=[C:20]([C:24]3[CH:29]=[CH:28][C:27]([C:33]4[S:32][CH:36]=[CH:35][CH:34]=4)=[CH:26][CH:25]=3)[O:21][C:22]=2[CH3:23])=[CH:11][CH:10]=1)([CH3:7])[CH3:6])[CH3:2]. Given the reactants [CH2:1]([O:3][C:4](=[O:31])[C:5]([O:8][C:9]1[CH:14]=[CH:13][C:12]([O:15][CH2:16][CH2:17][C:18]2[N:19]=[C:20]([C:24]3[CH:29]=[CH:28][C:27](Br)=[CH:26][CH:25]=3)[O:21][C:22]=2[CH3:23])=[CH:11][CH:10]=1)([CH3:7])[CH3:6])[CH3:2].[S:32]1[CH:36]=[CH:35][CH:34]=[C:33]1B(O)O.C1(C)C=CC=CC=1.C(=O)([O-])[O-].[Na+].[Na+], predict the reaction product.